This data is from Catalyst prediction with 721,799 reactions and 888 catalyst types from USPTO. The task is: Predict which catalyst facilitates the given reaction. (1) Reactant: [N+:1]([C:4]1[CH:5]=[C:6]([CH2:10][CH2:11][OH:12])[CH:7]=[CH:8][CH:9]=1)([O-:3])=[O:2].OI1(=O)C2C=CC=CC=2C(=O)O1. Product: [N+:1]([C:4]1[CH:5]=[C:6]([CH2:10][CH:11]=[O:12])[CH:7]=[CH:8][CH:9]=1)([O-:3])=[O:2]. The catalyst class is: 7. (2) Reactant: [C:1]([O:5][C:6]([N:8]([CH3:20])[S:9]([C:12]1[CH:16]=[CH:15][S:14][C:13]=1[C:17]([OH:19])=[O:18])(=[O:11])=[O:10])=[O:7])([CH3:4])([CH3:3])[CH3:2].[Cl:21][C:22]1[CH:23]=[N+:24]([O-:47])[CH:25]=[C:26]([Cl:46])[C:27]=1[CH2:28][C@@H:29]([C:31]1[CH:36]=[CH:35][C:34]([O:37][CH:38]([F:40])[F:39])=[C:33]([O:41][CH2:42][CH:43]2[CH2:45][CH2:44]2)[CH:32]=1)O.C(Cl)CCl. Product: [C:1]([O:5][C:6]([N:8]([CH3:20])[S:9]([C:12]1[CH:16]=[CH:15][S:14][C:13]=1[C:17]([O:19][C@H:29]([C:31]1[CH:36]=[CH:35][C:34]([O:37][CH:38]([F:39])[F:40])=[C:33]([O:41][CH2:42][CH:43]2[CH2:44][CH2:45]2)[CH:32]=1)[CH2:28][C:27]1[C:26]([Cl:46])=[CH:25][N+:24]([O-:47])=[CH:23][C:22]=1[Cl:21])=[O:18])(=[O:11])=[O:10])=[O:7])([CH3:4])([CH3:3])[CH3:2]. The catalyst class is: 64. (3) Reactant: [H-].[Na+].Cl[CH2:4][O:5][CH2:6][CH2:7][Si:8]([CH3:11])([CH3:10])[CH3:9].[Br:12][C:13]1[CH:14]=[C:15]2[C:19](=[CH:20][CH:21]=1)[NH:18][N:17]=[C:16]2[C:22]([O:24][CH3:25])=[O:23]. Product: [Br:12][C:13]1[CH:14]=[C:15]2[C:19](=[CH:20][CH:21]=1)[N:18]([CH2:4][O:5][CH2:6][CH2:7][Si:8]([CH3:11])([CH3:10])[CH3:9])[N:17]=[C:16]2[C:22]([O:24][CH3:25])=[O:23]. The catalyst class is: 1. (4) Reactant: [O:1]=[C:2]1[NH:10][C:5]2=[N:6][CH:7]=[CH:8][CH:9]=[C:4]2[C@@:3]21[CH2:22][C:13]1=[N:14][CH:15]=[C:16]([C:18]([O:20]C)=[O:19])[CH:17]=[C:12]1[CH2:11]2.[OH-].[Na+].Cl. Product: [O:1]=[C:2]1[NH:10][C:5]2=[N:6][CH:7]=[CH:8][CH:9]=[C:4]2[C@@:3]21[CH2:22][C:13]1=[N:14][CH:15]=[C:16]([C:18]([OH:20])=[O:19])[CH:17]=[C:12]1[CH2:11]2. The catalyst class is: 5. (5) Reactant: I[C:2]1[CH:7]=[C:6]([N+:8]([O-:10])=[O:9])[CH:5]=[CH:4][C:3]=1[N:11]1[CH2:16][CH2:15][N:14]([CH3:17])[CH2:13][CH2:12]1.[C:18]1(C)[CH:23]=[CH:22][CH:21]=[CH:20][CH:19]=1.C(=O)([O-])[O-].[Na+].[Na+].C1(B(O)O)C=CC=CC=1. Product: [CH3:17][N:14]1[CH2:15][CH2:16][N:11]([C:3]2[CH:4]=[CH:5][C:6]([N+:8]([O-:10])=[O:9])=[CH:7][C:2]=2[C:18]2[CH:23]=[CH:22][CH:21]=[CH:20][CH:19]=2)[CH2:12][CH2:13]1. The catalyst class is: 103. (6) Reactant: [O:1]=[C:2]1[N:8]([CH:9]2[CH2:14][CH2:13][N:12]([C:15]([O:17][C@@H:18]([C:30]([OH:32])=O)[CH2:19][C:20]3[CH:28]=[C:27]([CH3:29])[C:23]4[NH:24][CH:25]=[N:26][C:22]=4[CH:21]=3)=[O:16])[CH2:11][CH2:10]2)[CH2:7][CH2:6][C:5]2[CH:33]=[CH:34][CH:35]=[CH:36][C:4]=2[NH:3]1.CN(C(ON1N=NC2C=CC=CC1=2)=[N+](C)C)C.[B-](F)(F)(F)F.C(N(CC)CC)C.[CH2:66]([N:73]1[CH2:78][CH2:77][CH:76]([CH:79]2[CH2:84][CH2:83][NH:82][CH2:81][CH2:80]2)[CH2:75][CH2:74]1)[C:67]1[CH:72]=[CH:71][CH:70]=[CH:69][CH:68]=1.C([O-])([O-])=O.[Na+].[Na+]. Product: [O:1]=[C:2]1[N:8]([CH:9]2[CH2:14][CH2:13][N:12]([C:15]([O:17][C@H:18]([CH2:19][C:20]3[CH:28]=[C:27]([CH3:29])[C:23]4[NH:24][CH:25]=[N:26][C:22]=4[CH:21]=3)[C:30]([N:82]3[CH2:81][CH2:80][CH:79]([CH:76]4[CH2:75][CH2:74][N:73]([CH2:66][C:67]5[CH:68]=[CH:69][CH:70]=[CH:71][CH:72]=5)[CH2:78][CH2:77]4)[CH2:84][CH2:83]3)=[O:32])=[O:16])[CH2:11][CH2:10]2)[CH2:7][CH2:6][C:5]2[CH:33]=[CH:34][CH:35]=[CH:36][C:4]=2[NH:3]1. The catalyst class is: 118. (7) Reactant: Cl[CH2:2][CH2:3][CH2:4][CH2:5][C:6]([C:8]1[CH:9]=[C:10]([S:17]([NH2:20])(=[O:19])=[O:18])[C:11]2[O:15][CH2:14][CH2:13][C:12]=2[CH:16]=1)=[O:7].[F:21][C:22]([F:34])([F:33])[O:23][C:24]1[CH:29]=[CH:28][CH:27]=[CH:26][C:25]=1[CH2:30][CH2:31][NH2:32].[I-].[Na+].C(=O)([O-])[O-].[Na+].[Na+].C(OCCC)(=O)C.O.[S:51]([C:55]1[CH:61]=[CH:60][C:58]([CH3:59])=[CH:57][CH:56]=1)([OH:54])(=[O:53])=[O:52]. Product: [S:51]([C:55]1[CH:61]=[CH:60][C:58]([CH3:59])=[CH:57][CH:56]=1)([OH:54])(=[O:53])=[O:52].[F:21][C:22]([F:33])([F:34])[O:23][C:24]1[CH:29]=[CH:28][CH:27]=[CH:26][C:25]=1[CH2:30][CH2:31][NH:32][CH2:2][CH2:3][CH2:4][CH2:5][C:6]([C:8]1[CH:9]=[C:10]([S:17]([NH2:20])(=[O:19])=[O:18])[C:11]2[O:15][CH2:14][CH2:13][C:12]=2[CH:16]=1)=[O:7]. The catalyst class is: 13. (8) Reactant: [N+:1]([C:4]1[CH:9]=[CH:8][C:7]([N:10]2[CH2:15][CH2:14][N:13]([C:16]([O:18][C:19]([CH3:22])([CH3:21])[CH3:20])=[O:17])[CH2:12][CH2:11]2)=[CH:6][C:5]=1[O:23][C:24]1[CH:29]=[CH:28][CH:27]=[CH:26][CH:25]=1)([O-])=O. Product: [NH2:1][C:4]1[CH:9]=[CH:8][C:7]([N:10]2[CH2:15][CH2:14][N:13]([C:16]([O:18][C:19]([CH3:22])([CH3:20])[CH3:21])=[O:17])[CH2:12][CH2:11]2)=[CH:6][C:5]=1[O:23][C:24]1[CH:25]=[CH:26][CH:27]=[CH:28][CH:29]=1. The catalyst class is: 29. (9) Reactant: [Br:1][C:2]1[CH:3]=[C:4]2[C:9](=[CH:10][CH:11]=1)[C:8](=O)[CH2:7][CH2:6][CH2:5]2.[NH2:13][OH:14].CC([O-])=O.[Na+]. Product: [Br:1][C:2]1[CH:3]=[C:4]2[C:9](=[CH:10][CH:11]=1)/[C:8](=[N:13]\[OH:14])/[CH2:7][CH2:6][CH2:5]2. The catalyst class is: 14.